This data is from Full USPTO retrosynthesis dataset with 1.9M reactions from patents (1976-2016). The task is: Predict the reactants needed to synthesize the given product. (1) Given the product [C:22]([O:25][C:26]([N:3]1[CH2:4][C:5]2[C:10](=[CH:9][CH:8]=[CH:7][CH:6]=2)[C:2]1([CH3:1])[C:11]([OH:13])=[O:12])=[O:27])([CH3:24])([CH3:23])[CH3:21], predict the reactants needed to synthesize it. The reactants are: [CH3:1][C:2]1([C:11]([OH:13])=[O:12])[C:10]2[C:5](=[CH:6][CH:7]=[CH:8][CH:9]=2)[CH2:4][NH:3]1.C(N(CC)CC)C.[CH3:21][C:22]([O:25][C:26](O[C:26]([O:25][C:22]([CH3:24])([CH3:23])[CH3:21])=[O:27])=[O:27])([CH3:24])[CH3:23].[OH-].[Na+]. (2) Given the product [Cl:40][C:41]1[CH:46]=[CH:45][C:44]([C:47]2[CH:48]=[CH:49][C:50]([C:53]#[C:54][C:55]3[CH:56]=[CH:57][C:58]([NH:61][C:36](=[O:38])[CH:35]([N:30]4[CH2:31][CH2:32][CH2:33][CH2:34]4)[CH3:39])=[CH:59][CH:60]=3)=[N:51][CH:52]=2)=[CH:43][CH:42]=1, predict the reactants needed to synthesize it. The reactants are: C(N(CC)CC)C.CN(C(ON1N=NC2C=CC=CC1=2)=[N+](C)C)C.[B-](F)(F)(F)F.[N:30]1([CH:35]([CH3:39])[C:36]([OH:38])=O)[CH2:34][CH2:33][CH2:32][CH2:31]1.[Cl:40][C:41]1[CH:46]=[CH:45][C:44]([C:47]2[CH:48]=[CH:49][C:50]([C:53]#[C:54][C:55]3[CH:60]=[CH:59][C:58]([NH2:61])=[CH:57][CH:56]=3)=[N:51][CH:52]=2)=[CH:43][CH:42]=1. (3) Given the product [OH:25][C@@H:23]([C@H:20]1[C:19](=[O:30])[N:18]2[C@@H:21]1[CH2:22][C:16]([C:13]1[CH:14]=[CH:15][C:10]([O:9][CH2:8][C:7]([N:1]3[CH2:6][CH2:5][O:4][CH2:3][CH2:2]3)=[O:37])=[CH:11][CH:12]=1)=[C:17]2[C:31]([O:33][CH2:34][CH:35]=[CH2:36])=[O:32])[CH3:24], predict the reactants needed to synthesize it. The reactants are: [N:1]1([C:7](=[O:37])[CH2:8][O:9][C:10]2[CH:15]=[CH:14][C:13]([C:16]3[CH2:22][C@H:21]4[N:18]([C:19](=[O:30])[C@@H:20]4[C@H:23]([O:25][Si](C)(C)C)[CH3:24])[C:17]=3[C:31]([O:33][CH2:34][CH:35]=[CH2:36])=[O:32])=[CH:12][CH:11]=2)[CH2:6][CH2:5][O:4][CH2:3][CH2:2]1.Cl.C(=O)([O-])O.[Na+]. (4) Given the product [F:1][C:2]1([CH2:8][O:9][C:10]2[N:15]=[CH:14][C:13]([C:16]#[N:17])=[CH:12][CH:11]=2)[CH2:7][CH2:6][N:5]([CH2:31][C@H:29]([OH:30])[C:20]2[CH:21]=[CH:22][C:23]3[C:24](=[O:28])[O:25][CH2:26][C:27]=3[C:19]=2[CH3:18])[CH2:4][CH2:3]1, predict the reactants needed to synthesize it. The reactants are: [F:1][C:2]1([CH2:8][O:9][C:10]2[N:15]=[CH:14][C:13]([C:16]#[N:17])=[CH:12][CH:11]=2)[CH2:7][CH2:6][NH:5][CH2:4][CH2:3]1.[CH3:18][C:19]1[C:27]2[CH2:26][O:25][C:24](=[O:28])[C:23]=2[CH:22]=[CH:21][C:20]=1[C@@H:29]1[CH2:31][O:30]1. (5) The reactants are: [CH3:1][O:2][C:3]1[CH:8]=[CH:7][C:6]([C:9]2[O:13][C:12]([C:14]3[S:15][CH:16]=[CH:17][CH:18]=3)=[N:11][C:10]=2[C:19]([O:21]CC)=[O:20])=[CH:5][CH:4]=1.[OH-].[Li+].Cl. Given the product [CH3:1][O:2][C:3]1[CH:8]=[CH:7][C:6]([C:9]2[O:13][C:12]([C:14]3[S:15][CH:16]=[CH:17][CH:18]=3)=[N:11][C:10]=2[C:19]([OH:21])=[O:20])=[CH:5][CH:4]=1, predict the reactants needed to synthesize it. (6) Given the product [Cl:1][C:2]1[CH:3]=[C:4]([CH:12]([CH2:16][CH:17]2[CH2:20][C:19](=[O:21])[CH2:18]2)[C:13]([Cl:25])=[O:14])[CH:5]=[CH:6][C:7]=1[S:8]([CH3:11])(=[O:10])=[O:9], predict the reactants needed to synthesize it. The reactants are: [Cl:1][C:2]1[CH:3]=[C:4]([C@@H:12]([CH2:16][CH:17]2[CH2:20][C:19](=[O:21])[CH2:18]2)[C:13](O)=[O:14])[CH:5]=[CH:6][C:7]=1[S:8]([CH3:11])(=[O:10])=[O:9].C(Cl)(=O)C([Cl:25])=O. (7) Given the product [CH3:1][C:2]1[C:3]([C:23]2[CH:28]=[CH:27][CH:26]=[CH:25][CH:24]=2)=[C:4]([O:14][C:15]2[CH:22]=[CH:21][C:18]([C:19]#[N:30])=[CH:17][CH:16]=2)[C:5]2[C:10]([CH:11]=1)=[CH:9][C:8]([O:12][CH3:13])=[CH:7][CH:6]=2, predict the reactants needed to synthesize it. The reactants are: [CH3:1][C:2]1[C:3]([C:23]2[CH:28]=[CH:27][CH:26]=[CH:25][CH:24]=2)=[C:4]([O:14][C:15]2[CH:22]=[CH:21][C:18]([CH:19]=O)=[CH:17][CH:16]=2)[C:5]2[C:10]([CH:11]=1)=[CH:9][C:8]([O:12][CH3:13])=[CH:7][CH:6]=2.C[N:30](C)N.COS(OC)(=O)=O.C([O-])([O-])=O.[K+].[K+].